Dataset: Full USPTO retrosynthesis dataset with 1.9M reactions from patents (1976-2016). Task: Predict the reactants needed to synthesize the given product. (1) Given the product [Cl:42][C:15]1[C:16]([C:18]2[CH:22]=[N:21][NH:20][CH:19]=2)=[CH:17][C:12]2[O:11][CH:10]([C:43]([N:45]3[CH2:50][CH2:49][C:48]([CH2:51][C:52]4[CH:57]=[CH:56][C:55]([F:58])=[CH:54][CH:53]=4)([C:59]#[N:60])[CH2:47][CH2:46]3)=[O:44])[CH2:9][NH:8][C:13]=2[CH:14]=1, predict the reactants needed to synthesize it. The reactants are: C(OC([N:8]1[C:13]2[CH:14]=[C:15]([Cl:42])[C:16]([C:18]3[CH:19]=[N:20][N:21](C(C4C=CC=CC=4)(C4C=CC=CC=4)C4C=CC=CC=4)[CH:22]=3)=[CH:17][C:12]=2[O:11][CH:10]([C:43]([N:45]2[CH2:50][CH2:49][C:48]([C:59]#[N:60])([CH2:51][C:52]3[CH:57]=[CH:56][C:55]([F:58])=[CH:54][CH:53]=3)[CH2:47][CH2:46]2)=[O:44])[CH2:9]1)=O)(C)(C)C.FC(F)(F)C(O)=O. (2) Given the product [OH:11][C:9]1[N:8]([C:12]2[CH:17]=[CH:16][CH:15]=[C:14]([O:18][CH3:19])[CH:13]=2)[N:7]=[C:6]([C:4]([OH:5])=[O:3])[CH:10]=1, predict the reactants needed to synthesize it. The reactants are: C([O:3][C:4]([C:6]1[CH:10]=[C:9]([OH:11])[N:8]([C:12]2[CH:17]=[CH:16][CH:15]=[C:14]([O:18][CH3:19])[CH:13]=2)[N:7]=1)=[O:5])C.[OH-].[Na+].Cl. (3) Given the product [Br:1][C:2]1[C:6]2[CH:7]=[CH:8][CH:9]=[C:10]([C@@H:11]([O:13][Si:24]([C:21]([CH3:23])([CH3:22])[CH3:20])([CH3:26])[CH3:25])[CH3:12])[C:5]=2[O:4][C:3]=1[CH3:14], predict the reactants needed to synthesize it. The reactants are: [Br:1][C:2]1[C:6]2[CH:7]=[CH:8][CH:9]=[C:10]([C@@H:11]([OH:13])[CH3:12])[C:5]=2[O:4][C:3]=1[CH3:14].N1C=CN=C1.[CH3:20][C:21]([Si:24](Cl)([CH3:26])[CH3:25])([CH3:23])[CH3:22]. (4) Given the product [O:46]=[C:40]1[NH:39][C@@H:34]2[CH2:33][CH2:32][N:31]([C:26]3[N:27]([CH3:30])[N:28]=[CH:29][C:25]=3[NH:24][C:22]([C:10]3[N:11]=[C:12]([C:14]4[C:19]([F:20])=[CH:18][CH:17]=[CH:16][C:15]=4[F:21])[S:13][C:9]=3[NH2:8])=[O:23])[CH2:37][CH2:36][C@@H:35]2[O:41]1, predict the reactants needed to synthesize it. The reactants are: C(OC([NH:8][C:9]1[S:13][C:12]([C:14]2[C:19]([F:20])=[CH:18][CH:17]=[CH:16][C:15]=2[F:21])=[N:11][C:10]=1[C:22]([NH:24][C:25]1[CH:29]=[N:28][N:27]([CH3:30])[C:26]=1[N:31]1[CH2:37][CH2:36][C@H:35](O)[C@H:34]([NH:39][C:40](=[O:46])[O:41]C(C)(C)C)[CH2:33][CH2:32]1)=[O:23])=O)(C)(C)C.[H-].[Na+].CO. (5) Given the product [NH2:1][C:2]1[N:3]=[C:4]([O:19][CH2:18][CH3:17])[C:5]([C:13]#[N:14])=[C:6]([C:8]2[O:9][CH:10]=[CH:11][CH:12]=2)[N:7]=1, predict the reactants needed to synthesize it. The reactants are: [NH2:1][C:2]1[N:7]=[C:6]([C:8]2[O:9][CH:10]=[CH:11][CH:12]=2)[C:5]([C:13]#[N:14])=[C:4](SC)[N:3]=1.[CH3:17][CH2:18][O-:19].[Na+]. (6) Given the product [C:34]([O:40][CH2:41][C@H:42]([C:44]1[C:45]([Br:59])=[C:46]2[C:51](=[CH:52][C:53]=1[CH3:54])[N:50]=[C:49]([C:55]([F:58])([F:56])[F:57])[CH:48]=[CH:47]2)[O:43][C:2]([CH3:4])([CH3:3])[CH3:1])(=[O:39])[C:35]([CH3:37])([CH3:38])[CH3:36], predict the reactants needed to synthesize it. The reactants are: [C:1](OC[C@@H](O[C:2]([CH3:4])([CH3:3])[CH3:1])C1C(C2C=CC(Cl)=CC=2)=C2C(=CC=1Cl)N=C(C)C=C2)(=O)[C:2](C)([CH3:4])[CH3:3].[C:34]([O:40][CH2:41][C@H:42]([C:44]1[C:45]([Br:59])=[C:46]2[C:51](=[CH:52][C:53]=1[CH3:54])[N:50]=[C:49]([C:55]([F:58])([F:57])[F:56])[CH:48]=[CH:47]2)[OH:43])(=[O:39])[C:35]([CH3:38])([CH3:37])[CH3:36]. (7) Given the product [F:51][C:52]1([F:60])[CH2:56][N:55]([C:19]([CH:16]2[CH2:15][CH2:14][N:13]([C:8]3[CH:9]=[N:10][CH:11]=[CH:12][C:7]=3[N:5]3[CH:6]=[C:2]([CH3:1])[CH:3]=[N:4]3)[CH2:18][CH2:17]2)=[O:20])[C@H:54]([C:57]([NH2:59])=[O:58])[CH2:53]1, predict the reactants needed to synthesize it. The reactants are: [CH3:1][C:2]1[CH:3]=[N:4][N:5]([C:7]2[CH:12]=[CH:11][N:10]=[CH:9][C:8]=2[N:13]2[CH2:18][CH2:17][CH:16]([C:19](O)=[O:20])[CH2:15][CH2:14]2)[CH:6]=1.CN(C=O)C.CN(C(ON1N=NC2C=CC=NC1=2)=[N+](C)C)C.F[P-](F)(F)(F)(F)F.[F:51][C:52]1([F:60])[CH2:56][NH:55][C@H:54]([C:57]([NH2:59])=[O:58])[CH2:53]1. (8) Given the product [CH:2]([C:3]1[N:4]=[C:5]([NH:17][C:18](=[O:20])[CH3:19])[S:6][C:7]=1[CH2:8][C:9]1[CH:14]=[CH:13][CH:12]=[C:11]([S:15][CH3:16])[CH:10]=1)=[O:1], predict the reactants needed to synthesize it. The reactants are: [OH:1][CH2:2][C:3]1[N:4]=[C:5]([NH:17][C:18](=[O:20])[CH3:19])[S:6][C:7]=1[CH2:8][C:9]1[CH:14]=[CH:13][CH:12]=[C:11]([S:15][CH3:16])[CH:10]=1. (9) The reactants are: [NH:1]([CH2:5][CH2:6][OH:7])[CH2:2][CH2:3][OH:4].C(N(CC)CC)C.Cl.[F:16][C:17]([F:51])([F:50])[C:18]1[CH:23]=[C:22]([C:24]2[CH:29]=[CH:28][C:27]([C:30]([F:33])([F:32])[F:31])=[CH:26][CH:25]=2)[N:21]=[C:20]([C:34]2[CH:39]=[CH:38][N:37]=[C:36]([C:40]3[CH:41]=[C:42]([S:46](Cl)(=[O:48])=[O:47])[CH:43]=[CH:44][CH:45]=3)[CH:35]=2)[N:19]=1. Given the product [OH:4][CH2:3][CH2:2][N:1]([CH2:5][CH2:6][OH:7])[S:46]([C:42]1[CH:43]=[CH:44][CH:45]=[C:40]([C:36]2[CH:35]=[C:34]([C:20]3[N:19]=[C:18]([C:17]([F:16])([F:50])[F:51])[CH:23]=[C:22]([C:24]4[CH:29]=[CH:28][C:27]([C:30]([F:33])([F:31])[F:32])=[CH:26][CH:25]=4)[N:21]=3)[CH:39]=[CH:38][N:37]=2)[CH:41]=1)(=[O:47])=[O:48], predict the reactants needed to synthesize it.